From a dataset of Catalyst prediction with 721,799 reactions and 888 catalyst types from USPTO. Predict which catalyst facilitates the given reaction. (1) Reactant: [C:1]([C:5]1[CH:10]=[CH:9][C:8]([C:11]2[O:15][C:14]([NH:16][C:17]3[CH:18]=[CH:19][CH:20]=[C:21]4[C:26]=3[CH2:25][CH:24]([OH:27])[CH2:23][CH2:22]4)=[N:13][CH:12]=2)=[CH:7][CH:6]=1)([CH3:4])([CH3:3])[CH3:2].[C:28](OC(=O)C)(=[O:30])[CH3:29].C(N(CC)CC)C. Product: [C:1]([C:5]1[CH:10]=[CH:9][C:8]([C:11]2[O:15][C:14]([N:16]([C:17]3[C:26]4[CH2:25][CH:24]([OH:27])[CH2:23][CH2:22][C:21]=4[CH:20]=[CH:19][CH:18]=3)[C:28](=[O:30])[CH3:29])=[N:13][CH:12]=2)=[CH:7][CH:6]=1)([CH3:4])([CH3:2])[CH3:3]. The catalyst class is: 54. (2) Reactant: [CH3:1][C:2]1[CH:11]=[C:10]([C:12]([O:14][CH3:15])=[O:13])[CH:9]=[C:8]([N+:16]([O-])=O)[C:3]=1[C:4]([O:6][CH3:7])=[O:5]. Product: [NH2:16][C:8]1[CH:9]=[C:10]([C:12]([O:14][CH3:15])=[O:13])[CH:11]=[C:2]([CH3:1])[C:3]=1[C:4]([O:6][CH3:7])=[O:5]. The catalyst class is: 19.